This data is from Full USPTO retrosynthesis dataset with 1.9M reactions from patents (1976-2016). The task is: Predict the reactants needed to synthesize the given product. (1) Given the product [C:17]([N:11]1[C:12]([CH:13]([CH3:14])[CH3:15])=[C:8]([CH2:1][C:2]2[CH:3]=[CH:4][CH:5]=[CH:6][CH:7]=2)[C:9](=[O:16])[NH:10]1)(=[O:19])[CH3:18], predict the reactants needed to synthesize it. The reactants are: [CH2:1]([C:8]1[C:9](=[O:16])[NH:10][NH:11][C:12]=1[CH:13]([CH3:15])[CH3:14])[C:2]1[CH:7]=[CH:6][CH:5]=[CH:4][CH:3]=1.[C:17](OC(=O)C)(=[O:19])[CH3:18]. (2) The reactants are: [N:1]([CH2:4][CH2:5][C@@H:6]([OH:26])[CH2:7][O:8][Si:9]([C:22]([CH3:25])([CH3:24])[CH3:23])([C:16]1[CH:21]=[CH:20][CH:19]=[CH:18][CH:17]=1)[C:10]1[CH:15]=[CH:14][CH:13]=[CH:12][CH:11]=1)=[N+]=[N-]. Given the product [NH2:1][CH2:4][CH2:5][C@@H:6]([OH:26])[CH2:7][O:8][Si:9]([C:22]([CH3:24])([CH3:23])[CH3:25])([C:16]1[CH:17]=[CH:18][CH:19]=[CH:20][CH:21]=1)[C:10]1[CH:15]=[CH:14][CH:13]=[CH:12][CH:11]=1, predict the reactants needed to synthesize it. (3) Given the product [ClH:3].[ClH:34].[Cl:1][C:35]1[CH:40]=[C:39]([CH:28]2[CH2:29][CH2:30][CH2:31][CH2:32][C:27]2([CH2:10][CH2:11][N:12]2[CH2:17][CH2:16][N:15]([CH2:18][CH:19]([C:21]3[CH:22]=[CH:23][CH:24]=[CH:25][CH:26]=3)[CH3:20])[CH2:14][CH2:13]2)[OH:33])[CH:38]=[CH:37][CH:36]=1, predict the reactants needed to synthesize it. The reactants are: [ClH:1].Cl.[Cl:3]C1C=C([CH:10]([C:27]2([OH:33])[CH2:32][CH2:31][CH2:30][CH2:29][CH2:28]2)[CH2:11][N:12]2[CH2:17][CH2:16][N:15]([CH2:18][CH:19]([C:21]3[CH:26]=[CH:25][CH:24]=[CH:23][CH:22]=3)[CH3:20])[CH2:14][CH2:13]2)C=CC=1.[Cl:34][C:35]1[CH:36]=[C:37](C(C2(O)CCCCC2)CN2CCNCC2)[CH:38]=[CH:39][CH:40]=1.C1(C(C)C=O)C=CC=CC=1.Cl. (4) The reactants are: [NH2:1][C@H:2]1[CH2:6][CH2:5][N:4]([C:7]2[CH:12]=[CH:11][C:10]([S:13]([N:16]([CH3:18])[CH3:17])(=[O:15])=[O:14])=[CH:9][CH:8]=2)[CH2:3]1.CO[CH2:21][C:22]([C:24]1[CH:29]=[CH:28][CH:27]=[CH:26][CH:25]=1)=O.[BH4-].[Na+].N.C1C[O:36][CH2:35]C1. Given the product [CH3:35][O:36][C:29]1[CH:28]=[CH:27][CH:26]=[CH:25][C:24]=1[CH:22]([NH:1][C@H:2]1[CH2:6][CH2:5][N:4]([C:7]2[CH:8]=[CH:9][C:10]([S:13]([N:16]([CH3:18])[CH3:17])(=[O:14])=[O:15])=[CH:11][CH:12]=2)[CH2:3]1)[CH3:21], predict the reactants needed to synthesize it. (5) Given the product [CH3:4][C:3]1[C:2]([C:6]2[CH:7]=[N:8][CH:9]=[CH:10][CH:11]=2)=[C:16]([C:17](=[O:20])[CH2:18][CH3:19])[S:13][C:12]=1[S:14][CH3:21], predict the reactants needed to synthesize it. The reactants are: O=[C:2]([C:6]1[CH:7]=[N:8][CH:9]=[CH:10][CH:11]=1)[CH2:3][C:4]#N.[C:12](=[S:14])=[S:13].Br[CH2:16][C:17](=[O:20])[CH2:18][CH3:19].[CH3:21]I.[NH4+].[Cl-]. (6) Given the product [Cl:23][C:20]1[CH:21]=[CH:22][C:17]([O:16][C@H:14]([CH3:15])[CH2:13][CH2:12][O:11][C:8]2[CH:9]=[CH:10][C:5]([CH2:4][C:3]([OH:2])=[O:32])=[CH:6][C:7]=2[CH3:33])=[C:18]([O:24][C:25]2[CH:30]=[CH:29][CH:28]=[CH:27][CH:26]=2)[CH:19]=1, predict the reactants needed to synthesize it. The reactants are: C[O:2][C:3](=[O:32])[CH2:4][C:5]1[CH:10]=[CH:9][C:8]([O:11][CH2:12][CH2:13][C@H:14]([O:16][C:17]2[CH:22]=[CH:21][C:20]([Cl:23])=[CH:19][C:18]=2[O:24][C:25]2[CH:30]=[CH:29][CH:28]=[CH:27][CH:26]=2)[CH3:15])=[C:7](Br)[CH:6]=1.[CH3:33]B(O)O. (7) The reactants are: [CH2:1]([N:4]1[C:13]2[C:8](=[CH:9][CH:10]=[C:11](F)[CH:12]=2)[C:7](=[O:15])[C:6]([C:16]([O:18][CH2:19][CH3:20])=[O:17])=[CH:5]1)[CH:2]=[CH2:3].[NH:21]1[CH2:26][CH2:25][NH:24][CH2:23][CH2:22]1. Given the product [CH2:1]([N:4]1[C:13]2[C:8](=[CH:9][CH:10]=[C:11]([N:21]3[CH2:26][CH2:25][NH:24][CH2:23][CH2:22]3)[CH:12]=2)[C:7](=[O:15])[C:6]([C:16]([O:18][CH2:19][CH3:20])=[O:17])=[CH:5]1)[CH:2]=[CH2:3], predict the reactants needed to synthesize it.